Dataset: Full USPTO retrosynthesis dataset with 1.9M reactions from patents (1976-2016). Task: Predict the reactants needed to synthesize the given product. Given the product [N:4]1[CH:5]=[CH:6][CH:7]=[C:2]([O:1][CH2:11][CH2:10][OH:9])[CH:3]=1, predict the reactants needed to synthesize it. The reactants are: [OH:1][C:2]1[CH:3]=[N:4][CH:5]=[CH:6][CH:7]=1.C1(=O)O[CH2:11][CH2:10][O:9]1.C([O-])([O-])=O.[K+].[K+].CN(C=O)C.